Task: Predict which catalyst facilitates the given reaction.. Dataset: Catalyst prediction with 721,799 reactions and 888 catalyst types from USPTO (1) Reactant: [NH2:1][C:2]1[CH:31]=[CH:30][C:5]([O:6][C:7]2[CH:12]=[CH:11][N:10]=[C:9]3[CH:13]=[C:14]([C:16]4[N:21]=[CH:20][C:19]([CH2:22][N:23]5[C:27](=[O:28])[CH2:26][CH2:25][C:24]5=[O:29])=[CH:18][CH:17]=4)[S:15][C:8]=23)=[C:4]([F:32])[CH:3]=1.ClC(Cl)(O[C:37](=[O:43])OC(Cl)(Cl)Cl)Cl.[CH:45]1([NH2:48])[CH2:47][CH2:46]1. Product: [CH:45]1([NH:48][C:37]([NH:1][C:2]2[CH:31]=[CH:30][C:5]([O:6][C:7]3[CH:12]=[CH:11][N:10]=[C:9]4[CH:13]=[C:14]([C:16]5[CH:17]=[CH:18][C:19]([CH2:22][N:23]6[C:24](=[O:29])[CH2:25][CH2:26][C:27]6=[O:28])=[CH:20][N:21]=5)[S:15][C:8]=34)=[C:4]([F:32])[CH:3]=2)=[O:43])[CH2:47][CH2:46]1. The catalyst class is: 49. (2) Reactant: Br[C:2]1[N:3]=[C:4]2[N:11]([CH2:12][C:13]3[CH:18]=[CH:17][C:16]([O:19][CH3:20])=[CH:15][C:14]=3[O:21][CH3:22])[C:10](=[O:23])[CH2:9][N:8]([C:24]([NH:26][CH:27]([C:30]3[CH:35]=[CH:34][C:33]([O:36][C:37]([F:40])([F:39])[F:38])=[CH:32][CH:31]=3)[CH2:28][CH3:29])=[O:25])[C:5]2=[N:6][CH:7]=1.O1CCCC1. Product: [CH3:22][O:21][C:14]1[CH:15]=[C:16]([O:19][CH3:20])[CH:17]=[CH:18][C:13]=1[CH2:12][N:11]1[C:4]2[C:5](=[N:6][CH:7]=[CH:2][N:3]=2)[N:8]([C:24]([NH:26][CH:27]([C:30]2[CH:31]=[CH:32][C:33]([O:36][C:37]([F:38])([F:40])[F:39])=[CH:34][CH:35]=2)[CH2:28][CH3:29])=[O:25])[CH2:9][C:10]1=[O:23]. The catalyst class is: 352. (3) Reactant: [CH2:1]([O:3][C:4](=[O:19])[C:5]1[CH:10]=[C:9]([NH2:11])[C:8]([NH2:12])=[CH:7][C:6]=1[O:13][CH2:14][C:15]([F:18])([F:17])[F:16])[CH3:2].[Cl:20][C:21]1[C:26]([Cl:27])=[CH:25][CH:24]=[C:23]([F:28])[C:22]=1[N:29]=[C:30]=[S:31]. Product: [NH2:12][C:8]1[C:9]([NH:11][C:30]([NH:29][C:22]2[C:23]([F:28])=[CH:24][CH:25]=[C:26]([Cl:27])[C:21]=2[Cl:20])=[S:31])=[CH:10][C:5]([C:4]([O:3][CH2:1][CH3:2])=[O:19])=[C:6]([O:13][CH2:14][C:15]([F:16])([F:18])[F:17])[CH:7]=1. The catalyst class is: 10.